The task is: Predict which catalyst facilitates the given reaction.. This data is from Catalyst prediction with 721,799 reactions and 888 catalyst types from USPTO. Reactant: [N:1]([CH2:4][CH2:5][O:6][CH2:7][CH2:8][O:9][CH2:10][CH2:11][O:12][CH2:13][CH2:14][NH2:15])=[N+:2]=[N-:3].[F:16][C:17]1[CH:32]=[CH:31][C:20]([C:21](ON2C(=O)CCC2=O)=[O:22])=[CH:19][CH:18]=1. Product: [N:1]([CH2:4][CH2:5][O:6][CH2:7][CH2:8][O:9][CH2:10][CH2:11][O:12][CH2:13][CH2:14][NH:15][C:21](=[O:22])[C:20]1[CH:31]=[CH:32][C:17]([F:16])=[CH:18][CH:19]=1)=[N+:2]=[N-:3]. The catalyst class is: 2.